This data is from hERG potassium channel inhibition data for cardiac toxicity prediction from Karim et al.. The task is: Regression/Classification. Given a drug SMILES string, predict its toxicity properties. Task type varies by dataset: regression for continuous values (e.g., LD50, hERG inhibition percentage) or binary classification for toxic/non-toxic outcomes (e.g., AMES mutagenicity, cardiotoxicity, hepatotoxicity). Dataset: herg_karim. (1) The molecule is C(#Cc1cc(-c2[nH]nc3c2Cc2ccccc2-3)cs1)COc1ccccc1. The result is 0 (non-blocker). (2) The compound is CC(C)CCNC(=O)c1ccc(Cc2nc(C(=O)[C@H](CCCCN)NC(=O)OCc3ccccc3)no2)cc1. The result is 1 (blocker). (3) The result is 0 (non-blocker). The molecule is C=CC(=O)Nc1cc(Nc2nccc(-c3cn(C)c4ccccc34)n2)c(OC)cc1N(C)CCNC. (4) The drug is C[C@@H](Oc1cc(-n2cnc3ccc(CN4CCN(C)CC4)cc32)sc1C(N)=O)c1ccccc1C(F)(F)F. The result is 0 (non-blocker). (5) The compound is CC1Sc2c(C(=O)O)c(=O)c3cc(F)c(N4CCNCC4)cc3n21. The result is 0 (non-blocker). (6) The drug is Cc1ncoc1-c1nnc(SCCCN2CCc3ccc4oc(C(F)(F)F)nc4c3CC2)n1C. The result is 1 (blocker). (7) The molecule is Cc1nccnc1-c1ccc(CC(=O)N[C@H](C)c2ccc(OCC(F)(F)F)cn2)cc1. The result is 0 (non-blocker). (8) The drug is Cc1cccc(C)c1C(=O)N1CCC(C)(N2CCC(N(Cc3ccccc3)c3ccccc3)CC2)CC1. The result is 1 (blocker).